The task is: Regression/Classification. Given a drug SMILES string, predict its toxicity properties. Task type varies by dataset: regression for continuous values (e.g., LD50, hERG inhibition percentage) or binary classification for toxic/non-toxic outcomes (e.g., AMES mutagenicity, cardiotoxicity, hepatotoxicity). Dataset: herg_karim.. This data is from hERG potassium channel inhibition data for cardiac toxicity prediction from Karim et al.. (1) The drug is C[C@H]1[C@H](/C=C/c2ccc(-c3ccccc3C#N)cn2)[C@@H]2[C@@H](C)OC(=O)[C@]2(C(O)C(N)=O)CC1(F)F. The result is 0 (non-blocker). (2) The compound is COc1ccc2ncc(=O)n(CCN3CC[C@@H](NCc4ccc5c(n4)NC(=O)CO5)[C@@H](F)C3)c2c1. The result is 0 (non-blocker). (3) The drug is O=C(Nc1ccc(F)cn1)[C@H](CN1CC(O)C1)Oc1ncnc2c1cnn2-c1c(Cl)cccc1Cl. The result is 0 (non-blocker). (4) The drug is Cn1cc([C@@]2(c3ccc(C(=O)O)cn3)N[C@@H](c3nc(-c4ccc(F)cc4)c[nH]3)Cc3c2[nH]c2ccccc32)cn1. The result is 0 (non-blocker). (5) The molecule is O=C(NC1CCc2ccc(CCN3CCN(c4nsc5ccccc45)CC3)cc21)c1cccnc1. The result is 1 (blocker). (6) The compound is CCOc1cc2ncc(C(N)=O)c(Nc3ccc(F)cc3F)c2cc1C1CCN(C)CC1. The result is 0 (non-blocker). (7) The compound is CC[C@H](NC(=O)c1cc(C(=O)N[C@H](C)c2ccc(F)cc2)n2c1COCC2)c1ncccn1. The result is 0 (non-blocker). (8) The molecule is CS(=O)(=O)NCC(NC(=O)C1(N)CCCN(c2ncnc3[nH]ccc23)C1)c1ccc(Cl)cc1. The result is 0 (non-blocker).